From a dataset of Catalyst prediction with 721,799 reactions and 888 catalyst types from USPTO. Predict which catalyst facilitates the given reaction. (1) Reactant: Br[C:2]1[C:3]([N:22]([CH2:24][CH2:25][CH2:26][OH:27])[CH3:23])=[N:4][CH:5]=[C:6]([CH:21]=1)[C:7]([NH:9][C:10]1[CH:15]=[CH:14][C:13]([O:16][C:17]([F:20])([F:19])[F:18])=[CH:12][CH:11]=1)=[O:8].[N:28]1[CH:33]=[C:32](B(O)O)[CH:31]=[N:30][CH:29]=1.C([O-])([O-])=O.[Na+].[Na+].CCO. Product: [OH:27][CH2:26][CH2:25][CH2:24][N:22]([CH3:23])[C:3]1[C:2]([C:32]2[CH:33]=[N:28][CH:29]=[N:30][CH:31]=2)=[CH:21][C:6]([C:7]([NH:9][C:10]2[CH:15]=[CH:14][C:13]([O:16][C:17]([F:20])([F:19])[F:18])=[CH:12][CH:11]=2)=[O:8])=[CH:5][N:4]=1. The catalyst class is: 149. (2) Reactant: C[O:2][C:3](=[O:27])[C:4]1[CH:9]=[C:8]([O:10][CH3:11])[CH:7]=[C:6]([N:12]([C:17]([O:19][CH2:20][C:21]2[CH:26]=[CH:25][CH:24]=[CH:23][CH:22]=2)=[O:18])[CH2:13][CH2:14][CH:15]=[CH2:16])[CH:5]=1.[OH-].[Na+].Cl. Product: [CH2:20]([O:19][C:17]([N:12]([CH2:13][CH2:14][CH:15]=[CH2:16])[C:6]1[CH:5]=[C:4]([CH:9]=[C:8]([O:10][CH3:11])[CH:7]=1)[C:3]([OH:27])=[O:2])=[O:18])[C:21]1[CH:22]=[CH:23][CH:24]=[CH:25][CH:26]=1. The catalyst class is: 5.